From a dataset of Reaction yield outcomes from USPTO patents with 853,638 reactions. Predict the reaction yield, written as a fraction of the theoretical maximum amount of product (1.0 means a 100% yield; for example, 0.34 means a 34% yield). (1) The product is [C:13]1([S:19]([N:8]2[C:5]3=[N:6][CH:7]=[C:2]([Br:1])[CH:3]=[C:4]3[CH2:10][CH2:9]2)(=[O:21])=[O:20])[CH:18]=[CH:17][CH:16]=[CH:15][CH:14]=1. The catalyst is CN(C)C(=O)C. The reactants are [Br:1][C:2]1[CH:3]=[C:4]2[CH2:10][CH2:9][NH:8][C:5]2=[N:6][CH:7]=1.[H-].[Na+].[C:13]1([S:19](Cl)(=[O:21])=[O:20])[CH:18]=[CH:17][CH:16]=[CH:15][CH:14]=1. The yield is 0.0800. (2) The reactants are [NH2:1][C:2]1[C:11]([C:12]#[C:13][Si](C)(C)C)=[C:10]2[C:5]([C:6](=[O:28])[N:7]([C:21]3[CH:26]=[CH:25][C:24]([Cl:27])=[CH:23][CH:22]=3)[C:8]([CH:18]([CH3:20])[CH3:19])=[N:9]2)=[CH:4][CH:3]=1.[F-].C([N+](CCCC)(CCCC)CCCC)CCC. The catalyst is C1COCC1. The product is [NH2:1][C:2]1[C:11]([C:12]#[CH:13])=[C:10]2[C:5]([C:6](=[O:28])[N:7]([C:21]3[CH:22]=[CH:23][C:24]([Cl:27])=[CH:25][CH:26]=3)[C:8]([CH:18]([CH3:20])[CH3:19])=[N:9]2)=[CH:4][CH:3]=1. The yield is 1.00.